From a dataset of Forward reaction prediction with 1.9M reactions from USPTO patents (1976-2016). Predict the product of the given reaction. (1) Given the reactants [Cl:1][C:2]1[N:9]=[C:8](Cl)[C:7]([F:11])=[CH:6][C:3]=1[C:4]#[N:5].C(O)(=O)C, predict the reaction product. The product is: [Cl:1][C:2]1[N:9]=[CH:8][C:7]([F:11])=[CH:6][C:3]=1[C:4]#[N:5]. (2) The product is: [F:12][C:5]1[C:6]([CH3:11])=[C:7]([F:10])[CH:8]=[CH:9][C:4]=1[CH2:3][OH:2]. Given the reactants C[O:2][C:3](=O)[C:4]1[CH:9]=[CH:8][C:7]([F:10])=[C:6]([CH3:11])[C:5]=1[F:12].[H-].[Al+3].[Li+].[H-].[H-].[H-], predict the reaction product.